Dataset: Full USPTO retrosynthesis dataset with 1.9M reactions from patents (1976-2016). Task: Predict the reactants needed to synthesize the given product. (1) Given the product [Cl:1][C:2]1[CH:7]=[CH:6][C:5]([F:8])=[CH:4][C:3]=1[C@H:9]1[CH2:13][CH2:12][CH2:11][N:10]1[C:14]1[CH:19]=[CH:18][N:17]2[N:20]=[CH:21][C:22]([NH:23][C:29]([N:31]3[CH2:32][CH:33]([OH:41])[CH2:35]3)=[O:30])=[C:16]2[N:15]=1, predict the reactants needed to synthesize it. The reactants are: [Cl:1][C:2]1[CH:7]=[CH:6][C:5]([F:8])=[CH:4][C:3]=1[C@H:9]1[CH2:13][CH2:12][CH2:11][N:10]1[C:14]1[CH:19]=[CH:18][N:17]2[N:20]=[CH:21][C:22]([NH2:23])=[C:16]2[N:15]=1.C1N=CN([C:29]([N:31]2[CH:35]=N[CH:33]=[CH:32]2)=[O:30])C=1.Cl.N1CC([OH:41])C1.CCN(C(C)C)C(C)C. (2) Given the product [OH:7][CH2:8][C:9]1[CH:10]=[CH:11][C:12]2[N:13]([C:15]([C:19]3[C:20](=[O:34])[NH:21][C:22](=[O:33])[C:23]=3[C:24]3[C:32]4[C:27](=[CH:28][CH:29]=[CH:30][CH:31]=4)[NH:26][CH:25]=3)=[C:16]([CH3:18])[N:17]=2)[CH:14]=1, predict the reactants needed to synthesize it. The reactants are: Cl.C([SiH2][O:7][C:8](C1C=CC=CC=1)(C1C=CC=CC=1)[C:9]1[CH:10]=[CH:11][C:12]2[N:13]([C:15]([C:19]3[C:20](=[O:34])[NH:21][C:22](=[O:33])[C:23]=3[C:24]3[C:32]4[C:27](=[CH:28][CH:29]=[CH:30][CH:31]=4)[NH:26][CH:25]=3)=[C:16]([CH3:18])[N:17]=2)[CH:14]=1)(C)(C)C. (3) Given the product [Br:1][C:2]1[CH:3]=[C:4]([CH2:8][C:9]([N:13]([CH3:14])[CH3:12])=[O:11])[CH:5]=[N:6][CH:7]=1, predict the reactants needed to synthesize it. The reactants are: [Br:1][C:2]1[CH:3]=[C:4]([CH2:8][C:9]([OH:11])=O)[CH:5]=[N:6][CH:7]=1.[CH3:12][NH:13][CH3:14].C1C=CC2N(O)N=NC=2C=1.C(N(CC)CC)C.C(N=C=NCCCN(C)C)C. (4) Given the product [CH3:1][CH:2]1[CH:7]([CH3:8])[NH:6][CH2:5][CH2:4][N:3]1[C:28]([O:30][CH2:31][C:32]1[CH:37]=[CH:36][CH:35]=[CH:34][CH:33]=1)=[O:29], predict the reactants needed to synthesize it. The reactants are: [CH3:1][C@H:2]1[C@H:7]([CH3:8])[NH:6][CH2:5][CH2:4][NH:3]1.C[C@H]1[C@@H](C)NCCN1.CS(O)(=O)=O.C([O-])(=O)C.[K+].Cl[C:28]([O:30][CH2:31][C:32]1[CH:37]=[CH:36][CH:35]=[CH:34][CH:33]=1)=[O:29]. (5) Given the product [OH:21][C:10]1[C:9]2[CH2:22][S:23][CH2:24][C:8]=2[N:7]([CH2:6][C:5]2[CH:25]=[CH:26][C:2]([C:36]3[CH:37]=[CH:38][C:33]([CH3:42])=[CH:34][CH:35]=3)=[CH:3][CH:4]=2)[C:12](=[O:13])[C:11]=1[C:14]([NH:16][CH2:17][C:18]([OH:20])=[O:19])=[O:15], predict the reactants needed to synthesize it. The reactants are: Br[C:2]1[CH:26]=[CH:25][C:5]([CH2:6][N:7]2[C:12](=[O:13])[C:11]([C:14]([NH:16][CH2:17][C:18]([OH:20])=[O:19])=[O:15])=[C:10]([OH:21])[C:9]3[CH2:22][S:23][CH2:24][C:8]2=3)=[CH:4][CH:3]=1.C([O-])([O-])=O.[Na+].[Na+].[C:33]1([CH3:42])[CH:38]=[CH:37][C:36](B(O)O)=[CH:35][CH:34]=1. (6) Given the product [F:53][C:52]([F:54])([F:55])[C:50]1[CH:51]=[C:46]([NH:43][C:6]([N:8]2[CH2:13][CH2:12][N:11]([C:14]3[C:19]([O:20][CH2:21][C:22]4[CH:27]=[CH:26][N:25]=[CH:24][CH:23]=4)=[N:18][CH:17]=[CH:16][N:15]=3)[CH:10]([CH3:28])[CH2:9]2)=[O:7])[CH:47]=[C:48]([C:56]([F:57])([F:59])[F:58])[CH:49]=1, predict the reactants needed to synthesize it. The reactants are: C(O[C:6]([N:8]1[CH2:13][CH2:12][N:11]([C:14]2[C:19]([O:20][CH2:21][C:22]3[CH:27]=[CH:26][N:25]=[CH:24][CH:23]=3)=[N:18][CH:17]=[CH:16][N:15]=2)[CH:10]([CH3:28])[CH2:9]1)=[O:7])(C)(C)C.C(O)(C(F)(F)F)=O.C(N(CC)CC)C.[N:43]([C:46]1[CH:51]=[C:50]([C:52]([F:55])([F:54])[F:53])[CH:49]=[C:48]([C:56]([F:59])([F:58])[F:57])[CH:47]=1)=C=O. (7) Given the product [C:14]1([C:11]2[S:10][C:9]([NH:8][C:6](=[O:7])[CH2:5][C:4]([OH:20])=[O:3])=[N:13][CH:12]=2)[CH:15]=[CH:16][CH:17]=[CH:18][CH:19]=1, predict the reactants needed to synthesize it. The reactants are: C([O:3][C:4](=[O:20])[CH2:5][C:6]([NH:8][C:9]1[S:10][C:11]([C:14]2[CH:19]=[CH:18][CH:17]=[CH:16][CH:15]=2)=[CH:12][N:13]=1)=[O:7])C.CO.C1COCC1.O[Li].O. (8) Given the product [NH2:43][C:39]1[CH:38]=[C:37]([N:44]2[CH2:49][CH2:48][N:47]([C:11]([NH:1][C@H:2]3[CH2:8][CH2:7][CH2:6][CH2:5][NH:4][C:3]3=[O:9])=[O:12])[CH2:46][CH2:45]2)[C:36]2[C:41](=[CH:42][C:33]([Cl:32])=[CH:34][CH:35]=2)[N:40]=1, predict the reactants needed to synthesize it. The reactants are: [NH2:1][C@H:2]1[CH2:8][CH2:7][CH2:6][CH2:5][NH:4][C:3]1=[O:9].Cl[C:11](OC1C=CC([N+]([O-])=O)=CC=1)=[O:12].C(N(C(C)C)CC)(C)C.[Cl:32][C:33]1[CH:42]=[C:41]2[C:36]([C:37]([N:44]3[CH2:49][CH2:48][NH:47][CH2:46][CH2:45]3)=[CH:38][C:39]([NH2:43])=[N:40]2)=[CH:35][CH:34]=1.